From a dataset of Reaction yield outcomes from USPTO patents with 853,638 reactions. Predict the reaction yield, written as a fraction of the theoretical maximum amount of product (1.0 means a 100% yield; for example, 0.34 means a 34% yield). (1) The reactants are [C:1]1([CH3:11])[CH:6]=[CH:5][CH:4]=[C:3]([CH2:7][C:8]([OH:10])=[O:9])[CH:2]=1.BrN1C(=[O:18])CCC1=O.C1N2CN3CN(C2)CN1C3.Cl. The catalyst is C(Cl)(Cl)Cl.C(Cl)Cl.O. The product is [CH:11]([C:1]1[CH:2]=[C:3]([CH2:7][C:8]([OH:10])=[O:9])[CH:4]=[CH:5][CH:6]=1)=[O:18]. The yield is 0.620. (2) The reactants are [CH3:1][C:2]1[C:10]2[C:9]([C:11]([OH:13])=O)=[CH:8][C:7]([CH3:14])=[N:6][C:5]=2[N:4]([C:15]2[CH:20]=[CH:19][CH:18]=[CH:17][CH:16]=2)[N:3]=1.[NH2:21][C:22]1[C:23]([O:29][CH3:30])=[N:24][CH:25]=[CH:26][C:27]=1[CH3:28].CCN(C(C)C)C(C)C.CN(C(ON1N=NC2C=CC=NC1=2)=[N+](C)C)C.F[P-](F)(F)(F)(F)F. The catalyst is CN(C=O)C.O. The product is [CH3:30][O:29][C:23]1[C:22]([NH:21][C:11]([C:9]2[C:10]3[C:2]([CH3:1])=[N:3][N:4]([C:15]4[CH:16]=[CH:17][CH:18]=[CH:19][CH:20]=4)[C:5]=3[N:6]=[C:7]([CH3:14])[CH:8]=2)=[O:13])=[C:27]([CH3:28])[CH:26]=[CH:25][N:24]=1. The yield is 0.340. (3) The reactants are [CH2:1]([O:3][C@H:4]([C:17]([O:19][CH2:20][CH3:21])=[O:18])[CH2:5][C:6]1[CH:16]=[CH:15][C:9]([O:10][CH2:11][C:12]([OH:14])=O)=[CH:8][CH:7]=1)[CH3:2].[C:22]([C:26]1[CH:41]=[CH:40][C:29]([CH2:30][NH:31][CH2:32][C:33]2[CH:38]=[CH:37][C:36]([Cl:39])=[CH:35][CH:34]=2)=[CH:28][CH:27]=1)([CH3:25])([CH3:24])[CH3:23].C(N(CC)C(C)C)(C)C.F[B-](F)(F)F.N1(OC(N(C)C)=[N+](C)C)C2C=CC=CC=2N=N1. The catalyst is C(Cl)Cl. The product is [C:22]([C:26]1[CH:41]=[CH:40][C:29]([CH2:30][N:31]([CH2:32][C:33]2[CH:34]=[CH:35][C:36]([Cl:39])=[CH:37][CH:38]=2)[C:12](=[O:14])[CH2:11][O:10][C:9]2[CH:8]=[CH:7][C:6]([CH2:5][C@H:4]([O:3][CH2:1][CH3:2])[C:17]([O:19][CH2:20][CH3:21])=[O:18])=[CH:16][CH:15]=2)=[CH:28][CH:27]=1)([CH3:25])([CH3:23])[CH3:24]. The yield is 0.270. (4) The reactants are I([O-])(=O)(=O)=O.[Na+].[CH2:7]([C:10]1[C:11]([Cl:26])=[N:12][C:13]([CH3:25])=[N:14][C:15]=1[NH:16][C:17]1[CH:22]=[CH:21][C:20]([Cl:23])=[CH:19][C:18]=1[Cl:24])[CH:8]=C.CC(C)=O.O. The catalyst is C(O)(C)(C)C.O.S([O-])([O-])(=O)=S.[Na+].[Na+].[Os](=O)(=O)(=O)=O. The product is [Cl:26][C:11]1[N:12]=[C:13]([CH3:25])[N:14]=[C:15]2[C:10]=1[CH:7]=[CH:8][N:16]2[C:17]1[CH:22]=[CH:21][C:20]([Cl:23])=[CH:19][C:18]=1[Cl:24]. The yield is 0.500.